Dataset: Full USPTO retrosynthesis dataset with 1.9M reactions from patents (1976-2016). Task: Predict the reactants needed to synthesize the given product. (1) Given the product [CH3:12][O:11][C:5]1[CH:4]=[N:3][C:2]([N:13]2[CH:17]=[N:16][CH:15]=[N:14]2)=[C:10]2[C:6]=1[CH:7]=[CH:8][NH:9]2, predict the reactants needed to synthesize it. The reactants are: Cl[C:2]1[N:3]=[CH:4][C:5]([O:11][CH3:12])=[C:6]2[C:10]=1[NH:9][CH:8]=[CH:7]2.[NH:13]1[CH:17]=[N:16][CH:15]=[N:14]1.[OH-].[K+]. (2) Given the product [O:50]1[CH2:51][CH:52]=[C:47]([C:28]2[N:27]=[C:26]([C:23]3[CH:24]=[CH:25][C:20]([NH:19][C:18]([NH:17][CH:14]4[CH2:15][CH2:16][NH:11][CH2:12][CH2:13]4)=[O:53])=[CH:21][CH:22]=3)[N:34]=[C:33]3[C:29]=2[N:30]=[CH:31][N:32]3[CH:35]2[CH2:40][CH2:39][NH:38][CH2:37][CH2:36]2)[CH2:48][CH2:49]1, predict the reactants needed to synthesize it. The reactants are: C(OC([N:11]1[CH2:16][CH2:15][CH:14]([NH:17][C:18](=[O:53])[NH:19][C:20]2[CH:25]=[CH:24][C:23]([C:26]3[N:34]=[C:33]4[C:29]([N:30]=[CH:31][N:32]4[CH:35]4[CH2:40][CH2:39][N:38](CC5NC=CC=5)[CH2:37][CH2:36]4)=[C:28]([C:47]4[CH2:48][CH2:49][O:50][CH2:51][CH:52]=4)[N:27]=3)=[CH:22][CH:21]=2)[CH2:13][CH2:12]1)=O)C1C=CC=CC=1. (3) Given the product [CH:19]1([N:18]([C@@H:16]([C:13]2[CH:14]=[C:15]3[C:10]([C:9]([CH3:22])=[N:8][N:7]3[CH2:44][CH2:43][CH2:48][O:64][CH3:63])=[CH:11][CH:12]=2)[CH3:17])[C:36]([C@@H:32]2[O:33][CH2:34][CH2:35][N:30]([C:28]([O:27][C:23]([CH3:24])([CH3:25])[CH3:26])=[O:29])[CH2:31]2)=[O:38])[CH2:20][CH2:21]1.[CH:19]1([N:18]([C@H:16]([C:13]2[CH:14]=[C:15]3[C:10]([C:9]([CH3:22])=[N:8][N:7]3[CH2:55][CH2:56][CH2:57][O:64][CH3:63])=[CH:11][CH:12]=2)[CH3:17])[C:36]([C@@H:32]2[O:33][CH2:34][CH2:35][N:30]([C:28]([O:27][C:23]([CH3:24])([CH3:25])[CH3:26])=[O:29])[CH2:31]2)=[O:38])[CH2:20][CH2:21]1, predict the reactants needed to synthesize it. The reactants are: COCCCO[N:7]1[C:15]2[C:10](=[CH:11][CH:12]=[C:13]([CH:16]([NH:18][CH:19]3[CH2:21][CH2:20]3)[CH3:17])[CH:14]=2)[C:9]([CH3:22])=[N:8]1.[C:23]([O:27][C:28]([N:30]1[CH2:35][CH2:34][O:33][CH:32]([C:36]([OH:38])=O)[CH2:31]1)=[O:29])([CH3:26])([CH3:25])[CH3:24].ON1[C:44]2C=CC=[CH:48][C:43]=2N=N1.Cl.C(N=C=N[CH2:55][CH2:56][CH2:57]N(C)C)C.CN(C)[CH:63]=[O:64]. (4) The reactants are: F[C:2]1[CH:10]=[CH:9][C:5]([C:6](Cl)=[O:7])=[CH:4][CH:3]=1.Cl.[F:12][C:13]1[CH:18]=[CH:17][C:16]([C:19]2[N:23]=[C:22]([CH:24]3[CH2:29][CH2:28][CH2:27][NH:26][CH2:25]3)[O:21][N:20]=2)=[CH:15][CH:14]=1. Given the product [F:12][C:13]1[CH:18]=[CH:17][C:16]([C:19]2[N:23]=[C:22]([CH:24]3[CH2:29][CH2:28][CH2:27][N:26]([C:6]([C:5]4[CH:9]=[CH:10][CH:2]=[CH:3][CH:4]=4)=[O:7])[CH2:25]3)[O:21][N:20]=2)=[CH:15][CH:14]=1, predict the reactants needed to synthesize it. (5) Given the product [CH3:12][N:11]([C:13]1[CH:14]=[CH:15][CH:16]=[C:17]2[C:21]=1[NH:20][C:19]([C:25]1[S:26][CH:27]=[CH:28][N:29]=1)=[CH:18]2)[S:8]([C:7]1[CH:6]=[CH:5][S:4][C:3]=1[CH2:2][O:1][CH2:31][C:32]([OH:34])=[O:33])(=[O:10])=[O:9], predict the reactants needed to synthesize it. The reactants are: [OH:1][CH2:2][C:3]1[S:4][CH:5]=[CH:6][C:7]=1[S:8]([N:11]([C:13]1[CH:14]=[CH:15][CH:16]=[C:17]2[C:21]=1[N:20](COC)[C:19]([C:25]1[S:26][CH:27]=[CH:28][N:29]=1)=[CH:18]2)[CH3:12])(=[O:10])=[O:9].Br[CH2:31][C:32]([OH:34])=[O:33].[H-].[Na+].Cl. (6) Given the product [C:1]([OH:12])(=[O:11])[CH:2]=[CH:3][CH2:4][CH2:5][CH2:6][CH2:7][CH2:8][CH2:9][CH3:10], predict the reactants needed to synthesize it. The reactants are: [C:1]([OH:12])(=[O:11])[CH2:2][CH2:3][CH2:4][CH2:5][CH2:6][CH2:7][CH2:8][CH:9]=[CH2:10].C(OOC(C)(C)C)(C)(C)C.